From a dataset of Catalyst prediction with 721,799 reactions and 888 catalyst types from USPTO. Predict which catalyst facilitates the given reaction. (1) Reactant: [OH:1][C@:2]1([CH3:20])[C:7]2([CH2:9][CH2:8]2)[O:6][C@@H:5]([C:10]2[CH:15]=[CH:14][N:13]=[CH:12][C:11]=2[N+:16]([O-:18])=[O:17])[CH2:4][C:3]1=O.[CH2:21]([NH2:28])[C:22]1[CH:27]=[CH:26][CH:25]=[CH:24][CH:23]=1.[Li+].[BH4-]. Product: [CH2:21]([NH:28][CH:3]1[C@:2]([CH3:20])([OH:1])[C:7]2([CH2:9][CH2:8]2)[O:6][C@@H:5]([C:10]2[CH:15]=[CH:14][N:13]=[CH:12][C:11]=2[N+:16]([O-:18])=[O:17])[CH2:4]1)[C:22]1[CH:27]=[CH:26][CH:25]=[CH:24][CH:23]=1. The catalyst class is: 191. (2) Reactant: [OH:1][CH2:2][C:3]1[CH:13]=[CH:12][C:6]([O:7][CH2:8][CH:9]([OH:11])[CH3:10])=[CH:5][CH:4]=1.[C:14]([N:18]1[C:23](=[O:24])[C:22]([Cl:25])=[C:21](O)[CH:20]=[N:19]1)([CH3:17])([CH3:16])[CH3:15].C1C=CC(P(C2C=CC=CC=2)C2C=CC=CC=2)=CC=1.CC(OC(/N=N/C(OC(C)C)=O)=O)C. Product: [C:14]([N:18]1[C:23](=[O:24])[C:22]([Cl:25])=[C:21]([O:1][CH2:2][C:3]2[CH:4]=[CH:5][C:6]([O:7][CH2:8][CH:9]([OH:11])[CH3:10])=[CH:12][CH:13]=2)[CH:20]=[N:19]1)([CH3:17])([CH3:15])[CH3:16]. The catalyst class is: 20. (3) Reactant: [NH2:1][C@H:2]([C:10]([OH:12])=[O:11])[CH2:3][CH2:4][CH2:5][NH:6][C:7](=[NH:9])[NH2:8].[CH3:13][CH2:14][CH2:15][C@H:16]([NH:22][C@H:23]([C:25]([N:27]1[C@H:35]([C:36]([OH:38])=[O:37])[CH2:34][C@H:33]2[C@@H:28]1[CH2:29][CH2:30][CH2:31][CH2:32]2)=[O:26])[CH3:24])[C:17]([O:19][CH2:20][CH3:21])=[O:18]. Product: [CH3:13][CH2:14][CH2:15][C@H:16]([NH:22][C@H:23]([C:25]([N:27]1[C@H:35]([C:36]([OH:38])=[O:37])[CH2:34][C@H:33]2[C@@H:28]1[CH2:29][CH2:30][CH2:31][CH2:32]2)=[O:26])[CH3:24])[C:17]([O:19][CH2:20][CH3:21])=[O:18].[NH2:1][C@H:2]([C:10]([OH:12])=[O:11])[CH2:3][CH2:4][CH2:5][NH:6][C:7](=[NH:8])[NH2:9]. The catalyst class is: 6. (4) The catalyst class is: 6. Reactant: [CH3:1][N:2]([CH3:28])[C:3]1([C:22]2[CH:27]=[CH:26][CH:25]=[CH:24][CH:23]=2)[CH2:8][CH2:7][C:6]([N:15]([CH3:21])[C:16](=O)[CH2:17][CH2:18][CH3:19])([C:9]2[CH:14]=[CH:13][CH:12]=[CH:11][CH:10]=2)[CH2:5][CH2:4]1.C1COCC1.[H-].[H-].[H-].[H-].[Li+].[Al+3]. Product: [CH2:16]([N:15]([CH3:21])[C:6]1([C:9]2[CH:10]=[CH:11][CH:12]=[CH:13][CH:14]=2)[CH2:5][CH2:4][C:3]([N:2]([CH3:28])[CH3:1])([C:22]2[CH:27]=[CH:26][CH:25]=[CH:24][CH:23]=2)[CH2:8][CH2:7]1)[CH2:17][CH2:18][CH3:19]. (5) Reactant: [C:1]1([NH2:8])[C:2]([NH2:7])=[CH:3][CH:4]=[CH:5][CH:6]=1.[C:9]([O:13][C:14]([N:16]1[CH2:21][CH2:20][C@@H:19]([NH:22][C:23]([NH:25][C:26]2[CH:31]=[CH:30][C:29]([C:32]#[N:33])=[CH:28][CH:27]=2)=[O:24])[CH2:18][C@@H:17]1[C:34](O)=[O:35])=[O:15])([CH3:12])([CH3:11])[CH3:10].F[P-](F)(F)(F)(F)F.N1(O[P+](N(C)C)(N(C)C)N(C)C)C2C=CC=CC=2N=N1.CCN(C(C)C)C(C)C. Product: [NH2:7][C:2]1[CH:3]=[CH:4][CH:5]=[CH:6][C:1]=1[NH:8][C:34]([C@H:17]1[CH2:18][C@H:19]([NH:22][C:23]([NH:25][C:26]2[CH:31]=[CH:30][C:29]([C:32]#[N:33])=[CH:28][CH:27]=2)=[O:24])[CH2:20][CH2:21][N:16]1[C:14]([O:13][C:9]([CH3:12])([CH3:11])[CH3:10])=[O:15])=[O:35]. The catalyst class is: 18. (6) Reactant: [NH:1]([C:13]([O:15][C:16]([CH3:19])([CH3:18])[CH3:17])=[O:14])[C@H:2]([C:9]([O:11][CH3:12])=[O:10])[CH2:3][CH2:4][C:5](=[O:8])[O:6][CH3:7].[Li+].C[Si]([N-][Si](C)(C)C)(C)C.Br[CH2:31][C:32]#[N:33]. Product: [C:16]([O:15][C:13]([NH:1][C@@H:2]([CH2:3][CH:4]([CH2:31][C:32]#[N:33])[C:5]([O:6][CH3:7])=[O:8])[C:9]([O:11][CH3:12])=[O:10])=[O:14])([CH3:19])([CH3:18])[CH3:17]. The catalyst class is: 1. (7) Reactant: [F:1][C:2]([F:38])([F:37])[C:3]1[CH:4]=[C:5]([CH2:13][O:14][CH:15]2[CH2:19][CH2:18][CH:17]([NH:20]C(OCC3C=CC=CC=3)=O)[CH:16]2[C:31]2[CH:36]=[CH:35][CH:34]=[CH:33][CH:32]=2)[CH:6]=[C:7]([C:9]([F:12])([F:11])[F:10])[CH:8]=1. Product: [F:1][C:2]([F:37])([F:38])[C:3]1[CH:4]=[C:5]([CH2:13][O:14][CH:15]2[CH2:19][CH2:18][CH:17]([NH2:20])[CH:16]2[C:31]2[CH:36]=[CH:35][CH:34]=[CH:33][CH:32]=2)[CH:6]=[C:7]([C:9]([F:12])([F:11])[F:10])[CH:8]=1. The catalyst class is: 19. (8) Reactant: [F:1][C:2]1[CH:7]=[CH:6][C:5]([CH3:8])=[CH:4][C:3]=1[NH:9][C:10]([NH:12][C:13]1[CH:42]=[CH:41][C:16]([O:17][C:18]2[CH:23]=[CH:22][N:21]=[C:20]([C:24]3[NH:28][CH:27]=[C:26]([C:29]([NH:31][CH:32]([CH2:36][CH2:37][C:38]([OH:40])=[O:39])[C:33]([OH:35])=[O:34])=[O:30])[CH:25]=3)[CH:19]=2)=[CH:15][CH:14]=1)=[O:11].O[CH2:44][CH:45]([CH2:47][OH:48])[OH:46]. Product: [F:1][C:2]1[CH:7]=[CH:6][C:5]([CH3:8])=[CH:4][C:3]=1[NH:9][C:10]([NH:12][C:13]1[CH:14]=[CH:15][C:16]([O:17][C:18]2[CH:23]=[CH:22][N:21]=[C:20]([C:24]3[NH:28][CH:27]=[C:26]([C:29]([NH:31][CH:32]([CH2:36][CH2:37][C:38]([O:40][CH2:44][CH:45]([OH:46])[CH2:47][OH:48])=[O:39])[C:33]([O:35][CH2:44][CH:45]([OH:46])[CH2:47][OH:48])=[O:34])=[O:30])[CH:25]=3)[CH:19]=2)=[CH:41][CH:42]=1)=[O:11]. The catalyst class is: 630. (9) Reactant: [O:1]=[C:2]1[C:11]2[C:6](=[CH:7][CH:8]=[C:9]([C:12]([O:14][CH3:15])=[O:13])[CH:10]=2)[CH:5]=[CH:4][N:3]1[CH2:16][CH:17]=O.[CH3:19][O:20][C:21]1[CH:27]=[CH:26][C:24]([NH2:25])=[CH:23][CH:22]=1.C(O)(=O)C.C([BH3-])#N.[Na+]. Product: [CH3:19][O:20][C:21]1[CH:27]=[CH:26][C:24]([NH:25][CH2:17][CH2:16][N:3]2[CH:4]=[CH:5][C:6]3[C:11](=[CH:10][C:9]([C:12]([O:14][CH3:15])=[O:13])=[CH:8][CH:7]=3)[C:2]2=[O:1])=[CH:23][CH:22]=1. The catalyst class is: 24. (10) Reactant: [C:1]([N:4]1[CH2:7][CH:6]([NH:8][C:9]([NH:11][C:12]2[CH:17]=[CH:16][C:15]([O:18][C:19]3[CH:24]=[CH:23][N:22]=[C:21]4[CH:25]=[C:26]([C:28]5[CH:33]=[CH:32][C:31]([CH:34]=O)=[CH:30][N:29]=5)[S:27][C:20]=34)=[C:14]([F:36])[CH:13]=2)=[O:10])[CH2:5]1)(=[O:3])[CH3:2].C(O)(=O)C.[CH3:41][C:42]([O:45][C:46]([NH:48][CH:49]1[CH2:54][CH2:53][NH:52][CH2:51][CH2:50]1)=[O:47])([CH3:44])[CH3:43].[BH-](OC(C)=O)(OC(C)=O)OC(C)=O.[Na+].C([O-])(O)=O.[Na+]. Product: [C:1]([N:4]1[CH2:7][CH:6]([NH:8][C:9](=[O:10])[NH:11][C:12]2[CH:17]=[CH:16][C:15]([O:18][C:19]3[CH:24]=[CH:23][N:22]=[C:21]4[CH:25]=[C:26]([C:28]5[N:29]=[CH:30][C:31]([CH2:34][N:52]6[CH2:51][CH2:50][CH:49]([NH:48][C:46](=[O:47])[O:45][C:42]([CH3:43])([CH3:41])[CH3:44])[CH2:54][CH2:53]6)=[CH:32][CH:33]=5)[S:27][C:20]=34)=[C:14]([F:36])[CH:13]=2)[CH2:5]1)(=[O:3])[CH3:2]. The catalyst class is: 37.